Task: Predict the reaction yield, written as a fraction of the theoretical maximum amount of product (1.0 means a 100% yield; for example, 0.34 means a 34% yield).. Dataset: Reaction yield outcomes from USPTO patents with 853,638 reactions (1) The reactants are [NH:1]1[CH:5]=[N:4][C:3]([C:6]2[CH:7]=[C:8]3[C:12](=[CH:13][CH:14]=2)[N:11](C2CCCCO2)[N:10]=[C:9]3[C:21]2[CH:22]=[C:23](O)[CH:24]=[CH:25][CH:26]=2)=[N:2]1.C1(P(C2C=CC=CC=2)C2C=CC=CC=2)C=CC=CC=1.N(C(OCC)=O)=NC(OCC)=O.[N:59]1[CH:64]=[CH:63][CH:62]=[C:61]([CH2:65][OH:66])[CH:60]=1.Cl. The product is [NH:1]1[CH:5]=[N:4][C:3]([C:6]2[CH:14]=[C:13]([O:66][CH2:65][C:61]3[CH:60]=[N:59][CH:64]=[CH:63][CH:62]=3)[CH:12]=[C:8]([C:9]3[C:21]4[C:22](=[CH:23][CH:24]=[CH:25][CH:26]=4)[NH:11][N:10]=3)[CH:7]=2)=[N:2]1. The yield is 0.120. The catalyst is O1CCCC1. (2) The reactants are Cl[C:2]1[S:3][C:4]2[CH:10]=[CH:9][CH:8]=[CH:7][C:5]=2[N:6]=1.[N:11]12[CH2:19][CH2:18][CH:15]([CH2:16][CH2:17]1)[NH:14][CH2:13][CH2:12]2.CCN(CC)CC. The catalyst is CN(C=O)C.CCOC(C)=O.O. The product is [S:3]1[C:4]2[CH:10]=[CH:9][CH:8]=[CH:7][C:5]=2[N:6]=[C:2]1[N:14]1[CH:15]2[CH2:18][CH2:19][N:11]([CH2:17][CH2:16]2)[CH2:12][CH2:13]1. The yield is 0.340. (3) The reactants are Cl[C:2]1[N:7]=[C:6]([NH:8][C:9]([C:11]2([C:14]3[CH:24]=[CH:23][C:17]4[O:18][C:19]([F:22])([F:21])[O:20][C:16]=4[CH:15]=3)[CH2:13][CH2:12]2)=[O:10])[CH:5]=[C:4]([CH3:25])[C:3]=1[CH3:26].[CH3:27][O:28][C:29]1[C:34](B(O)O)=[CH:33][CH:32]=[CH:31][N:30]=1.C([O-])([O-])=O.[Na+].[Na+]. The catalyst is COCCOC.C1C=CC([P]([Pd]([P](C2C=CC=CC=2)(C2C=CC=CC=2)C2C=CC=CC=2)([P](C2C=CC=CC=2)(C2C=CC=CC=2)C2C=CC=CC=2)[P](C2C=CC=CC=2)(C2C=CC=CC=2)C2C=CC=CC=2)(C2C=CC=CC=2)C2C=CC=CC=2)=CC=1. The product is [F:21][C:19]1([F:22])[O:18][C:17]2[CH:23]=[CH:24][C:14]([C:11]3([C:9]([NH:8][C:6]4[N:7]=[C:2]([C:34]5[C:29]([O:28][CH3:27])=[N:30][CH:31]=[CH:32][CH:33]=5)[C:3]([CH3:26])=[C:4]([CH3:25])[CH:5]=4)=[O:10])[CH2:13][CH2:12]3)=[CH:15][C:16]=2[O:20]1. The yield is 0.550. (4) The product is [Cl:13][C:10]1[CH:9]=[CH:8][C:7]([CH:5]2[C:4](=[O:14])[C:3]([O:15][S:23]([CH2:22][C:16]3[CH:21]=[CH:20][CH:19]=[CH:18][CH:17]=3)(=[O:25])=[O:24])=[C:2]([NH2:1])[O:6]2)=[CH:12][CH:11]=1. The reactants are [NH2:1][C:2]1[O:6][CH:5]([C:7]2[CH:12]=[CH:11][C:10]([Cl:13])=[CH:9][CH:8]=2)[C:4](=[O:14])[C:3]=1[OH:15].[C:16]1([CH2:22][S:23](Cl)(=[O:25])=[O:24])[CH:21]=[CH:20][CH:19]=[CH:18][CH:17]=1. The yield is 0.270. The catalyst is C1COCC1. (5) The reactants are [CH3:1][S:2]([NH2:5])(=[O:4])=[O:3].P([O-])([O-])([O-])=O.[K+].[K+].[K+].N1CCC[C@H]1C(O)=O.Br[C:23]1[CH:55]=[N:54][C:26]2[NH:27][C:28]([C:33]3[C:34](=[O:53])[N:35]([CH2:45][C:46]4[CH:51]=[CH:50][C:49]([F:52])=[CH:48][CH:47]=4)[CH:36]4[CH:41]([C:42]=3[OH:43])[CH:40]3[CH2:44][CH:37]4[CH2:38][CH2:39]3)=[N:29][S:30](=[O:32])(=[O:31])[C:25]=2[CH:24]=1.[Cl-].[NH4+]. The catalyst is CS(C)=O.ClCCl.[Cu](I)I.C(OCC)(=O)C. The product is [F:52][C:49]1[CH:50]=[CH:51][C:46]([CH2:45][N:35]2[C:34](=[O:53])[C:33]([C:28]3[NH:27][C:26]4[N:54]=[CH:55][C:23]([NH:5][S:2]([CH3:1])(=[O:4])=[O:3])=[CH:24][C:25]=4[S:30](=[O:32])(=[O:31])[N:29]=3)=[C:42]([OH:43])[C@H:41]3[C@@H:36]2[C@H:37]2[CH2:44][C@@H:40]3[CH2:39][CH2:38]2)=[CH:47][CH:48]=1. The yield is 0.175. (6) The reactants are C(OC([N:8]([CH2:16][C:17]1[CH:24]=[CH:23][C:20]([C:21]#[N:22])=[CH:19][CH:18]=1)C(OC(C)(C)C)=O)=O)(C)(C)C. The catalyst is C(O)(C(F)(F)F)=O.ClCCl. The product is [NH2:22][CH2:21][C:20]1[CH:23]=[CH:24][C:17]([C:16]#[N:8])=[CH:18][CH:19]=1. The yield is 0.680.